Dataset: Full USPTO retrosynthesis dataset with 1.9M reactions from patents (1976-2016). Task: Predict the reactants needed to synthesize the given product. (1) The reactants are: [NH2:1][C:2]1[CH:7]=[CH:6][C:5]([C:8]2[CH:13]=[CH:12][C:11]([CH2:14][C:15]3[N:16]([C:28]4[CH:33]=[CH:32][C:31]([N:34]5[S:38](=[O:40])(=[O:39])[NH:37][C:36](=[O:41])[CH2:35]5)=[CH:30][CH:29]=4)[CH:17]=[C:18]([C:20]4[CH:25]=[CH:24][C:23]([Cl:26])=[CH:22][C:21]=4[Cl:27])[N:19]=3)=[CH:10][CH:9]=2)=[CH:4][CH:3]=1.Br[CH2:43][C:44]1[CH:48]=[C:47]([CH3:49])[O:46][N:45]=1.Cl[C:51]([O:53][CH:54]([CH3:56])[CH3:55])=[O:52]. Given the product [CH:54]([O:53][C:51](=[O:52])[N:1]([C:2]1[CH:3]=[CH:4][C:5]([C:8]2[CH:13]=[CH:12][C:11]([CH2:14][C:15]3[N:16]([C:28]4[CH:33]=[CH:32][C:31]([N:34]5[CH2:35][C:36](=[O:41])[NH:37][S:38]5(=[O:40])=[O:39])=[CH:30][CH:29]=4)[CH:17]=[C:18]([C:20]4[CH:25]=[CH:24][C:23]([Cl:26])=[CH:22][C:21]=4[Cl:27])[N:19]=3)=[CH:10][CH:9]=2)=[CH:6][CH:7]=1)[CH2:43][C:44]1[CH:48]=[C:47]([CH3:49])[O:46][N:45]=1)([CH3:56])[CH3:55], predict the reactants needed to synthesize it. (2) Given the product [F:1][C:2]1[C:7]([F:8])=[CH:6][C:5]([N+:28]([O-:30])=[O:29])=[CH:4][C:3]=1[C@:9]12[CH2:17][O:16][C@H:15]([C:18]([F:19])([F:21])[F:20])[C@H:14]1[CH2:13][S:12][C:11]([NH2:22])=[N:10]2, predict the reactants needed to synthesize it. The reactants are: [F:1][C:2]1[C:7]([F:8])=[CH:6][CH:5]=[CH:4][C:3]=1[C@:9]12[CH2:17][O:16][C@H:15]([C:18]([F:21])([F:20])[F:19])[C@H:14]1[CH2:13][S:12][C:11]([NH2:22])=[N:10]2.S(=O)(=O)(O)O.[N+:28]([O-])([OH:30])=[O:29].[OH-].[Na+]. (3) Given the product [NH:1]([C:8]1[N:9]([C:21]2[CH:22]=[CH:23][CH:24]=[CH:25][CH:26]=2)[C:10]2[C:15]([C:16](=[O:18])[CH:17]=1)=[CH:14][N:13]=[C:12]([CH3:20])[CH:11]=2)[C:2]1[CH:3]=[CH:4][CH:5]=[CH:6][CH:7]=1, predict the reactants needed to synthesize it. The reactants are: [NH:1]([C:8]1[N:9]([C:21]2[CH:26]=[CH:25][CH:24]=[CH:23][CH:22]=2)[C:10]2[C:15]([C:16](=[O:18])[CH:17]=1)=[C:14](Cl)[N:13]=[C:12]([CH3:20])[CH:11]=2)[C:2]1[CH:7]=[CH:6][CH:5]=[CH:4][CH:3]=1. (4) Given the product [CH2:16]([O:18][CH:19]([O:22][CH2:23][CH3:24])[CH2:20][C:9]([C:5]1[CH:6]=[CH:7][CH:8]=[C:3]([C:2]([F:12])([F:13])[F:1])[CH:4]=1)([CH2:20][CH:19]([O:22][CH2:23][CH3:24])[O:18][CH2:16][CH3:17])[C:10]#[N:11])[CH3:17], predict the reactants needed to synthesize it. The reactants are: [F:1][C:2]([F:13])([F:12])[C:3]1[CH:4]=[C:5]([CH2:9][C:10]#[N:11])[CH:6]=[CH:7][CH:8]=1.[NH2-].[Na+].[CH2:16]([O:18][CH:19]([O:22][CH2:23][CH3:24])[CH2:20]Br)[CH3:17].